Dataset: Full USPTO retrosynthesis dataset with 1.9M reactions from patents (1976-2016). Task: Predict the reactants needed to synthesize the given product. (1) Given the product [Cl:1][C:2]1[CH:3]=[C:4]([C@H:8]2[CH2:9][CH2:10][C:11](=[O:26])[N:12]([CH:42]([CH2:41][CH2:45][CH:30]=[O:31])[CH:43]=[O:44])[C@@H:13]2[C:14]2[CH:19]=[CH:18][C:17]([Cl:20])=[CH:16][CH:15]=2)[CH:5]=[CH:6][CH:7]=1, predict the reactants needed to synthesize it. The reactants are: [Cl:1][C:2]1[CH:3]=[C:4]([C@@H:8]2[C@@H:13]([C:14]3[CH:19]=[CH:18][C:17]([Cl:20])=[CH:16][CH:15]=3)[N:12](C3CCC=C3)[C:11](=[O:26])[CH2:10][CH2:9]2)[CH:5]=[CH:6][CH:7]=1.C[N+]1([O-])CC[O:31][CH2:30]C1.I([O-])(=O)(=O)=O.[Na+].[CH2:41]1[CH2:45][O:44][CH2:43][CH2:42]1. (2) Given the product [CH2:17]([N:24]1[CH2:28][CH2:27][C@@H:26]([NH:29][C:30]2[N:31]=[CH:32][C:33](/[CH:34]=[CH:11]/[C:12]([O:14][CH2:15][CH3:16])=[O:13])=[CH:36][C:37]=2[F:38])[CH2:25]1)[C:18]1[CH:23]=[CH:22][CH:21]=[CH:20][CH:19]=1, predict the reactants needed to synthesize it. The reactants are: [H-].[Na+].C(OP([CH2:11][C:12]([O:14][CH2:15][CH3:16])=[O:13])(OCC)=O)C.[CH2:17]([N:24]1[CH2:28][CH2:27][C@@H:26]([NH:29][C:30]2[C:37]([F:38])=[CH:36][C:33]([CH:34]=O)=[CH:32][N:31]=2)[CH2:25]1)[C:18]1[CH:23]=[CH:22][CH:21]=[CH:20][CH:19]=1.[Na+].[Cl-]. (3) Given the product [CH3:1][N:2]1[C:10]2[C:9]([O:11][C:12]3[CH:18]=[CH:17][C:15]([NH:16][C:21]([NH:20][C:19]4[CH:29]=[CH:30][CH:25]=[CH:26][CH:27]=4)=[O:22])=[CH:14][CH:13]=3)=[N:8][CH:7]=[N:6][C:5]=2[CH:4]=[CH:3]1, predict the reactants needed to synthesize it. The reactants are: [CH3:1][N:2]1[C:10]2[C:9]([O:11][C:12]3[CH:18]=[CH:17][C:15]([NH2:16])=[CH:14][CH:13]=3)=[N:8][CH:7]=[N:6][C:5]=2[CH:4]=[CH:3]1.[CH3:19][N:20](C)[CH:21]=[O:22].N[C:25]1[CH:30]=[CH:29]C=[CH:27][CH:26]=1. (4) Given the product [Cl:1][C:2]1[C:3]([CH2:36][C:35]([N:14]([O:15][CH3:16])[CH3:13])=[O:34])=[CH:7][CH:8]=[C:9]([CH3:11])[N:10]=1, predict the reactants needed to synthesize it. The reactants are: [Cl:1][C:2]1[N:10]=[C:9]([CH3:11])[CH:8]=[CH:7][C:3]=1C(O)=O.Cl.[CH3:13][NH:14][O:15][CH3:16].C(N(CC)C(C)C)(C)C.CCOC(OC([O:34][CH2:35][CH3:36])=O)=O. (5) Given the product [Cl:1][C:2]1[CH:3]=[C:4]2[C:10]3([CH2:14][CH2:13][N:12]([C:15]([O:17][CH3:18])=[O:16])[CH2:11]3)[CH2:9][N:8]([C:29](=[O:30])[NH:28][C:25]3[S:26][CH:27]=[C:23]([CH2:22][N:20]([CH3:21])[CH3:19])[N:24]=3)[C:5]2=[CH:6][CH:7]=1, predict the reactants needed to synthesize it. The reactants are: [Cl:1][C:2]1[CH:3]=[C:4]2[C:10]3([CH2:14][CH2:13][N:12]([C:15]([O:17][CH3:18])=[O:16])[CH2:11]3)[CH2:9][NH:8][C:5]2=[CH:6][CH:7]=1.[CH3:19][N:20]([CH2:22][C:23]1[N:24]=[C:25]([NH2:28])[S:26][CH:27]=1)[CH3:21].[C:29](N1C=CN=C1)(N1C=CN=C1)=[O:30].CN(C1C=CC=CN=1)C. (6) Given the product [CH2:28]([O:27][C:26]([NH:13][C@@:8]12[C:7]3[CH:14]=[CH:15][C:16](=[O:17])[NH:18][C:6]=3[CH2:5][C@@H:4](/[C:3]/1=[CH:2]\[CH3:1])[CH:11]=[C:10]([CH3:12])[CH2:9]2)=[O:30])[CH3:29], predict the reactants needed to synthesize it. The reactants are: [CH3:1]/[CH:2]=[C:3]1\[C@H:4]2[CH:11]=[C:10]([CH3:12])[CH2:9][C@@:8]\1([NH2:13])[C:7]1[CH:14]=[CH:15][C:16]([NH:18][C:6]=1[CH2:5]2)=[O:17].C(N(CC)CC)C.[C:26](Cl)(=[O:30])[O:27][CH2:28][CH3:29]. (7) Given the product [Cl:10][C:11]1[CH:16]=[CH:15][C:14]([C@@H:17]2[CH2:22][CH2:21][NH:20][CH2:19][C@H:18]2[CH2:30][O:31][C:32]2[CH:37]=[CH:36][C:35]([S:38]([NH:39][C:40]3[S:44][N:43]=[CH:42][N:41]=3)(=[O:57])=[O:56])=[CH:34][C:33]=2[F:58])=[CH:13][CH:12]=1, predict the reactants needed to synthesize it. The reactants are: N1(C([O-])=O)CCCCC1.[Cl:10][C:11]1[CH:16]=[CH:15][C:14]([C@@H:17]2[CH2:22][CH2:21][N:20](C(OC(C)(C)C)=O)[CH2:19][C@H:18]2[CH2:30][O:31][C:32]2[CH:37]=[CH:36][C:35]([S:38](=[O:57])(=[O:56])[N:39](CC3C=CC(OC)=CC=3OC)[C:40]3[S:44][N:43]=[CH:42][N:41]=3)=[CH:34][C:33]=2[F:58])=[CH:13][CH:12]=1. (8) Given the product [NH3:7].[CH3:21][O:22][C:23]1[N:28]=[C:27]([NH:29][C:2]2[CH:3]=[CH:4][C:5]3[CH2:6][N:7]([CH3:20])[CH2:8][CH:9]([C:13]4[CH:18]=[CH:17][C:16]([CH3:19])=[CH:15][N:14]=4)[O:10][C:11]=3[N:12]=2)[CH:26]=[CH:25][C:24]=1[C:30]1[CH:31]=[N:32][N:33]([CH3:35])[CH:34]=1, predict the reactants needed to synthesize it. The reactants are: Cl[C:2]1[CH:3]=[CH:4][C:5]2[CH2:6][N:7]([CH3:20])[CH2:8][CH:9]([C:13]3[CH:18]=[CH:17][C:16]([CH3:19])=[CH:15][N:14]=3)[O:10][C:11]=2[N:12]=1.[CH3:21][O:22][C:23]1[N:28]=[C:27]([NH2:29])[CH:26]=[CH:25][C:24]=1[C:30]1[CH:31]=[N:32][N:33]([CH3:35])[CH:34]=1.CC(C)([O-])C.[Na+].C1(P(C2C=CC=CC=2)C2C=CC3C(=CC=CC=3)C=2C2C3C(=CC=CC=3)C=CC=2P(C2C=CC=CC=2)C2C=CC=CC=2)C=CC=CC=1. (9) Given the product [CH3:20][N:21]([CH3:23])[CH:22]=[C:10]1[C:9](=[O:14])[CH:8]([C:5]2[CH:4]=[CH:3][C:2]([F:1])=[CH:7][CH:6]=2)[CH2:13][CH2:12][CH2:11]1, predict the reactants needed to synthesize it. The reactants are: [F:1][C:2]1[CH:7]=[CH:6][C:5]([CH:8]2[CH2:13][CH2:12][CH2:11][CH2:10][C:9]2=[O:14])=[CH:4][CH:3]=1.C(O[CH:20](N(C)C)[N:21]([CH3:23])[CH3:22])(C)(C)C. (10) Given the product [CH2:1]([C:5]1[CH:10]=[CH:9][C:8]([C:11]#[C:12][C:13]2[CH:26]=[CH:25][CH:24]=[CH:23][C:14]=2[CH2:15][N:16]([CH2:17][CH2:18][CH2:19][CH2:20][CH2:21][CH3:22])[C:38]([C:36]2[CH:35]=[CH:34][C:32]3[O:33][C:28]([CH3:27])([CH3:42])[O:29][C:30](=[O:41])[C:31]=3[CH:37]=2)=[O:40])=[CH:7][CH:6]=1)[CH2:2][CH2:3][CH3:4], predict the reactants needed to synthesize it. The reactants are: [CH2:1]([C:5]1[CH:10]=[CH:9][C:8]([C:11]#[C:12][C:13]2[CH:26]=[CH:25][CH:24]=[CH:23][C:14]=2[CH2:15][NH:16][CH2:17][CH2:18][CH2:19][CH2:20][CH2:21][CH3:22])=[CH:7][CH:6]=1)[CH2:2][CH2:3][CH3:4].[CH3:27][C:28]1([CH3:42])[O:33][C:32]2[CH:34]=[CH:35][C:36]([C:38]([OH:40])=O)=[CH:37][C:31]=2[C:30](=[O:41])[O:29]1.CCN=C=NCCCN(C)C.Cl.CCN(C(C)C)C(C)C.C1C=CC2N(O)N=NC=2C=1.